From a dataset of Full USPTO retrosynthesis dataset with 1.9M reactions from patents (1976-2016). Predict the reactants needed to synthesize the given product. (1) The reactants are: [NH2:1][C:2]1[NH:6][N:5]=[C:4]([CH3:7])[C:3]=1[C:8]#[N:9].CN(C)[CH:12]=[CH:13][C:14]([C:16]1[CH:17]=[CH:18][C:19]([Cl:28])=[C:20]([N:22]([CH3:27])[S:23]([CH3:26])(=[O:25])=[O:24])[CH:21]=1)=O.C(OCC)(=O)C. Given the product [Cl:28][C:19]1[CH:18]=[CH:17][C:16]([C:14]2[N:6]3[N:5]=[C:4]([CH3:7])[C:3]([C:8]#[N:9])=[C:2]3[N:1]=[CH:12][CH:13]=2)=[CH:21][C:20]=1[N:22]([CH3:27])[S:23]([CH3:26])(=[O:25])=[O:24], predict the reactants needed to synthesize it. (2) Given the product [F:22][C:17]1[CH:18]=[CH:19][CH:20]=[CH:21][C:16]=1[CH:15]=[CH:14][C:5]1[CH:6]=[C:7]([OH:12])[C:8]([CH2:9][CH2:10][CH3:11])=[C:3]([OH:2])[CH:4]=1, predict the reactants needed to synthesize it. The reactants are: C[O:2][C:3]1[CH:4]=[C:5]([CH:14]=[CH:15][C:16]2[CH:21]=[CH:20][CH:19]=[CH:18][C:17]=2[F:22])[CH:6]=[C:7]([O:12]C)[C:8]=1[CH2:9][CH2:10][CH3:11].Cl.N1C=CC=CC=1.CCOCC. (3) Given the product [CH3:12][C:11]([CH3:15])([CH2:14][O:1][C:2]1[CH:7]=[CH:6][N:5]=[CH:4][CH:3]=1)[C:10]([O:9][CH3:8])=[O:16], predict the reactants needed to synthesize it. The reactants are: [OH:1][C:2]1[CH:7]=[CH:6][N:5]=[CH:4][CH:3]=1.[CH3:8][O:9][C:10](=[O:16])[C:11]([CH3:15])([CH3:14])[CH2:12]O.C1(P(C2C=CC=CC=2)C2C=CC=CC=2)C=CC=CC=1.N(C(OC(C)C)=O)=NC(OC(C)C)=O. (4) Given the product [CH2:24]([O:31][C:32](=[O:35])[CH2:33][NH:16][CH2:15][CH2:14][CH2:13][NH:12][C:10]([O:9][CH2:2][C:3]1[CH:8]=[CH:7][CH:6]=[CH:5][CH:4]=1)=[O:11])[C:25]1[CH:30]=[CH:29][CH:28]=[CH:27][CH:26]=1, predict the reactants needed to synthesize it. The reactants are: Cl.[CH2:2]([O:9][C:10]([NH:12][CH2:13][CH2:14][CH2:15][NH2:16])=[O:11])[C:3]1[CH:8]=[CH:7][CH:6]=[CH:5][CH:4]=1.C(N(CC)CC)C.[CH2:24]([O:31][C:32](=[O:35])[CH2:33]Br)[C:25]1[CH:30]=[CH:29][CH:28]=[CH:27][CH:26]=1.Cl. (5) Given the product [CH2:16]([O:15][C@H:3]1[C@@H:2]([NH:1][C:28]([C:23]2[NH:24][C:25]([CH2:26][CH3:27])=[C:21]([Cl:20])[N:22]=2)=[O:29])[CH2:7][CH2:6][N:5]([C:8]([O:10][C:11]([CH3:12])([CH3:13])[CH3:14])=[O:9])[CH2:4]1)[CH2:17][CH2:18][CH3:19], predict the reactants needed to synthesize it. The reactants are: [NH2:1][C@H:2]1[CH2:7][CH2:6][N:5]([C:8]([O:10][C:11]([CH3:14])([CH3:13])[CH3:12])=[O:9])[CH2:4][C@H:3]1[O:15][CH2:16][CH2:17][CH2:18][CH3:19].[Cl:20][C:21]1[N:22]=[C:23]([C:28](O)=[O:29])[NH:24][C:25]=1[CH2:26][CH3:27].CCN=C=NCCCN(C)C.Cl.C1C=CC2N(O)N=NC=2C=1. (6) Given the product [C:6]([C:7]1[CH:8]=[CH:9][C:10]([C:13]#[C:14][C:15]2[CH:20]=[C:19]([O:21][CH3:22])[CH:18]=[C:17]([O:23][CH3:24])[CH:16]=2)=[CH:11][CH:12]=1)#[CH:5], predict the reactants needed to synthesize it. The reactants are: C[Si]([C:5]#[C:6][C:7]1[CH:12]=[CH:11][C:10]([C:13]#[C:14][C:15]2[CH:20]=[C:19]([O:21][CH3:22])[CH:18]=[C:17]([O:23][CH3:24])[CH:16]=2)=[CH:9][CH:8]=1)(C)C.C(=O)([O-])[O-].[K+].[K+].CO. (7) Given the product [C:20]([NH:24][C:25]1[N:30]=[C:29]2[C:31]([C:9]3[NH:17][C:16]4[CH2:15][CH2:14][NH:13][C:12](=[O:18])[C:11]=4[CH:10]=3)=[N:32][CH:33]=[CH:34][C:28]2=[N:27][C:26]=1[CH3:36])([CH3:23])([CH3:22])[CH3:21], predict the reactants needed to synthesize it. The reactants are: CC1(C)C(C)(C)OB([C:9]2[NH:17][C:16]3[CH2:15][CH2:14][NH:13][C:12](=[O:18])[C:11]=3[CH:10]=2)O1.[C:20]([NH:24][C:25]1[N:30]=[C:29]2[C:31](Cl)=[N:32][CH:33]=[CH:34][C:28]2=[N:27][C:26]=1[CH3:36])([CH3:23])([CH3:22])[CH3:21].O.CC(C1C=C(C(C)C)C(C2C=CC=CC=2P(C2CCCCC2)C2CCCCC2)=C(C(C)C)C=1)C. (8) Given the product [CH2:1]([N:8]1[CH2:9][CH2:10][C@@:79]([CH2:16][CH3:17])([OH:81])[C@@H:77]([OH:78])[CH2:13]1)[C:2]1[CH:3]=[CH:4][CH:5]=[CH:6][CH:7]=1, predict the reactants needed to synthesize it. The reactants are: [CH2:1]([N:8]1[CH2:13]C=C(CC)[CH2:10][CH2:9]1)[C:2]1[CH:7]=[CH:6][CH:5]=[CH:4][CH:3]=1.[CH3:16][CH2:17][C@@H]1[C@@H]2C[C@H]([C@@H](OC3C4C(=CC=CC=4)C(O[C@@H](C4C=CN=C5C=4C=C(OC)C=C5)[C@@H]4N5C[C@H](CC)[C@@H](CC5)C4)=NN=3)C3C=CN=C4C=3C=C(OC)C=C4)N(CC2)C1.CCO[C:77]([CH3:79])=[O:78].C[OH:81].N. (9) Given the product [CH:31]([N:30]1[C:26]([C:21]2[N:22]=[C:23]3[C:24]4[CH:25]=[C:12]([CH:10]([N:8]5[CH2:7][CH:6]([N:35]([CH3:36])[CH3:34])[CH2:9]5)[CH3:11])[CH:13]=[CH:14][C:15]=4[O:16][CH2:17][CH2:18][N:19]3[CH:20]=2)=[N:27][CH:28]=[N:29]1)([CH3:32])[CH3:33], predict the reactants needed to synthesize it. The reactants are: CS(O[CH:6]1[CH2:9][N:8]([CH:10]([C:12]2[CH:25]=[C:24]3[C:15]([O:16][CH2:17][CH2:18][N:19]4[C:23]3=[N:22][C:21]([C:26]3[N:30]([CH:31]([CH3:33])[CH3:32])[N:29]=[CH:28][N:27]=3)=[CH:20]4)=[CH:14][CH:13]=2)[CH3:11])[CH2:7]1)(=O)=O.[CH3:34][NH:35][CH3:36]. (10) Given the product [CH3:14][CH:15]([CH3:33])[CH2:16][CH2:17][NH:18][C:19]([C:21]1[N:22]=[N:23][C:24]([N:27]2[CH2:32][CH2:31][N:30]([C:11]([C:5]3[CH:4]=[N:3][N:2]([CH3:1])[C:6]=3[C:7]([F:10])([F:9])[F:8])=[O:12])[CH2:29][CH2:28]2)=[CH:25][CH:26]=1)=[O:20], predict the reactants needed to synthesize it. The reactants are: [CH3:1][N:2]1[C:6]([C:7]([F:10])([F:9])[F:8])=[C:5]([C:11](Cl)=[O:12])[CH:4]=[N:3]1.[CH3:14][CH:15]([CH3:33])[CH2:16][CH2:17][NH:18][C:19]([C:21]1[N:22]=[N:23][C:24]([N:27]2[CH2:32][CH2:31][NH:30][CH2:29][CH2:28]2)=[CH:25][CH:26]=1)=[O:20].